Dataset: Forward reaction prediction with 1.9M reactions from USPTO patents (1976-2016). Task: Predict the product of the given reaction. (1) Given the reactants [CH3:1][C:2]1[CH:11]=[C:10]([N+:12]([O-:14])=[O:13])[CH:9]=[CH:8][C:3]=1[C:4](OC)=[O:5].CC(C)C#[N:18].BrN1C(=O)CCC1=O, predict the reaction product. The product is: [N+:12]([C:10]1[CH:11]=[C:2]2[C:3](=[CH:8][CH:9]=1)[C:4](=[O:5])[NH:18][CH2:1]2)([O-:14])=[O:13]. (2) Given the reactants Cl.Cl[C:3]1[N:8]=[CH:7][N:6]=[C:5]([N:9]2[C:13](=[O:14])[C:12]([N:15]3[CH:19]=[CH:18][N:17]=[N:16]3)=[CH:11][NH:10]2)[CH:4]=1.[CH2:20]([SH:22])[CH3:21].[H-].[Na+].O, predict the reaction product. The product is: [CH2:20]([S:22][C:3]1[N:8]=[CH:7][N:6]=[C:5]([N:9]2[C:13](=[O:14])[C:12]([N:15]3[CH:19]=[CH:18][N:17]=[N:16]3)=[CH:11][NH:10]2)[CH:4]=1)[CH3:21]. (3) Given the reactants O=[C:2]1[CH2:7][CH2:6][N:5]([C:8]([O:10][C:11]([CH3:14])([CH3:13])[CH3:12])=[O:9])[CH2:4][CH2:3]1.[C:15]1([CH2:21][CH2:22][CH2:23][NH2:24])[CH:20]=[CH:19][CH:18]=[CH:17][CH:16]=1.C(O)(=O)C.[BH3-]C#N.[Na+], predict the reaction product. The product is: [C:15]1([CH2:21][CH2:22][CH2:23][NH:24][CH:2]2[CH2:7][CH2:6][N:5]([C:8]([O:10][C:11]([CH3:14])([CH3:13])[CH3:12])=[O:9])[CH2:4][CH2:3]2)[CH:20]=[CH:19][CH:18]=[CH:17][CH:16]=1. (4) Given the reactants [N:1]1[C:9]2[C:4](=[N:5][CH:6]=[CH:7][CH:8]=2)[NH:3][C:2]=1[C:10]([OH:12])=O.[ClH:13].Cl.[NH2:15][C@@H:16]1[CH:21]2[CH2:22][CH2:23][N:18]([CH2:19][CH2:20]2)[CH2:17]1.CCN(C(C)C)C(C)C.CN(C(ON1N=NC2C=CC=NC1=2)=[N+](C)C)C.F[P-](F)(F)(F)(F)F, predict the reaction product. The product is: [ClH:13].[N:18]12[CH2:23][CH2:22][CH:21]([CH2:20][CH2:19]1)[C@@H:16]([NH:15][C:10]([C:2]1[NH:3][C:4]3=[N:5][CH:6]=[CH:7][CH:8]=[C:9]3[N:1]=1)=[O:12])[CH2:17]2. (5) Given the reactants [NH:1]1[CH2:6][CH2:5][NH:4][CH2:3][CH2:2]1.[F:7][C:8]1[CH:9]=[C:10]([CH:15]=[CH:16][C:17]=1F)[C:11]([O:13][CH3:14])=[O:12], predict the reaction product. The product is: [F:7][C:8]1[CH:9]=[C:10]([CH:15]=[CH:16][C:17]=1[N:1]1[CH2:6][CH2:5][NH:4][CH2:3][CH2:2]1)[C:11]([O:13][CH3:14])=[O:12]. (6) Given the reactants [C:1]([O:5][C:6]([N:8]1[CH2:13][CH2:12][CH:11]([NH2:14])[CH2:10][CH2:9]1)=[O:7])([CH3:4])([CH3:3])[CH3:2].[CH3:15][O:16][C:17]1[CH:24]=[CH:23][C:20]([CH:21]=O)=[CH:19][C:18]=1[N+:25]([O-:27])=[O:26].[BH4-].[Na+].C(O)(=O)C, predict the reaction product. The product is: [C:1]([O:5][C:6]([N:8]1[CH2:13][CH2:12][CH:11]([NH:14][CH2:21][C:20]2[CH:23]=[CH:24][C:17]([O:16][CH3:15])=[C:18]([N+:25]([O-:27])=[O:26])[CH:19]=2)[CH2:10][CH2:9]1)=[O:7])([CH3:4])([CH3:2])[CH3:3]. (7) Given the reactants [Mg].Br[C:3]1[CH:8]=[CH:7][C:6]([CH3:9])=[CH:5][CH:4]=1.[F:10][C:11]([F:19])([F:18])[C:12]([F:17])([F:16])[C:13](O)=[O:14].[BH4-].[Na+], predict the reaction product. The product is: [F:16][C:12]([F:17])([C:11]([F:19])([F:18])[F:10])[CH:13]([C:3]1[CH:8]=[CH:7][C:6]([CH3:9])=[CH:5][CH:4]=1)[OH:14]. (8) Given the reactants [H-].[Na+].[I-].[CH3:4][S+](C)(C)=O.[Br:9][C:10]1[CH:11]=[C:12]([CH:17]=[CH:18][C:19]([O:21][CH2:22][CH3:23])=[O:20])[CH:13]=[CH:14][C:15]=1[F:16], predict the reaction product. The product is: [Br:9][C:10]1[CH:11]=[C:12]([C@@H:17]2[CH2:4][C@H:18]2[C:19]([O:21][CH2:22][CH3:23])=[O:20])[CH:13]=[CH:14][C:15]=1[F:16].